Predict the reactants needed to synthesize the given product. From a dataset of Full USPTO retrosynthesis dataset with 1.9M reactions from patents (1976-2016). (1) Given the product [Si:19]([O:18][CH2:17][CH2:16][N:12]1[CH:13]=[C:9]([B:4]2[O:5][C:6]([CH3:7])([CH3:8])[C:2]([CH3:14])([CH3:1])[O:3]2)[CH:10]=[N:11]1)([C:22]([CH3:25])([CH3:24])[CH3:23])([CH3:21])[CH3:20], predict the reactants needed to synthesize it. The reactants are: [CH3:1][C:2]1([CH3:14])[C:6]([CH3:8])([CH3:7])[O:5][B:4]([C:9]2[CH:10]=[N:11][NH:12][CH:13]=2)[O:3]1.Br[CH2:16][CH2:17][O:18][Si:19]([C:22]([CH3:25])([CH3:24])[CH3:23])([CH3:21])[CH3:20].C(=O)([O-])[O-].[Cs+].[Cs+]. (2) Given the product [CH2:12]([O:15][C:16]1[CH:23]=[CH:22][C:19]([CH:20]=[C:27]2[CH2:28][CH2:29][CH2:30][C:25]2=[O:9])=[CH:18][CH:17]=1)[CH2:13][CH3:14], predict the reactants needed to synthesize it. The reactants are: C1(N2CC[O:9]CC2)CCCC=1.[CH2:12]([O:15][C:16]1[CH:23]=[CH:22][C:19]([CH:20]=O)=[CH:18][CH:17]=1)[CH2:13][CH3:14].Cl.[CH:25]1[CH:30]=[CH:29][CH:28]=[CH:27]C=1. (3) Given the product [Cl:9][C:10]1[CH:11]=[CH:12][C:13]([F:45])=[C:14]([C:16]2[CH:21]=[CH:20][C:19]([CH2:22][N:23]([CH2:39][C@@H:40]([OH:44])[C:41]([O:43][CH2:7][O:6][C:1](=[O:5])[CH2:2][CH2:3][CH3:4])=[O:42])[NH:24][C:25]([C:27]3[O:31][N:30]=[C:29]([C:32]4[CH:37]=[CH:36][CH:35]=[CH:34][C:33]=4[F:38])[CH:28]=3)=[O:26])=[CH:18][CH:17]=2)[CH:15]=1, predict the reactants needed to synthesize it. The reactants are: [C:1]([O:6][CH2:7]Cl)(=[O:5])[CH2:2][CH2:3][CH3:4].[Cl:9][C:10]1[CH:11]=[CH:12][C:13]([F:45])=[C:14]([C:16]2[CH:21]=[CH:20][C:19]([CH2:22][N:23]([CH2:39][C@@H:40]([OH:44])[C:41]([OH:43])=[O:42])[NH:24][C:25]([C:27]3[O:31][N:30]=[C:29]([C:32]4[CH:37]=[CH:36][CH:35]=[CH:34][C:33]=4[F:38])[CH:28]=3)=[O:26])=[CH:18][CH:17]=2)[CH:15]=1.CCN(CC)CC.